This data is from Full USPTO retrosynthesis dataset with 1.9M reactions from patents (1976-2016). The task is: Predict the reactants needed to synthesize the given product. (1) The reactants are: C[Si](C)(C)[C:3]#[C:4][C:5]1[CH:10]=[CH:9][CH:8]=[C:7]([C:11]([F:14])([F:13])[F:12])[CH:6]=1.C(=O)([O-])[O-].[K+].[K+]. Given the product [C:4]([C:5]1[CH:10]=[CH:9][CH:8]=[C:7]([C:11]([F:12])([F:13])[F:14])[CH:6]=1)#[CH:3], predict the reactants needed to synthesize it. (2) Given the product [CH3:2][O:3][C:4](=[O:7])[CH2:5][NH:6][CH2:8][CH:17]([CH3:16])[CH3:18], predict the reactants needed to synthesize it. The reactants are: Cl.[CH3:2][O:3][C:4](=[O:7])[CH2:5][NH2:6].[CH2:8](N(CC)CC)C.C[C:16](=O)[CH2:17][CH3:18].C(O[BH-](OC(=O)C)OC(=O)C)(=O)C.[Na+].